From a dataset of Forward reaction prediction with 1.9M reactions from USPTO patents (1976-2016). Predict the product of the given reaction. The product is: [Cl:1][C:2]1[CH:7]=[C:6]([C:8]#[C:9][C:10]2[N:11]=[C:12]([CH3:22])[N:13]([C:15]3[CH:20]=[CH:19][N:18]([CH3:23])[C:17](=[O:21])[CH:16]=3)[CH:14]=2)[CH:5]=[CH:4][N:3]=1. Given the reactants [Cl:1][C:2]1[CH:7]=[C:6]([C:8]#[C:9][C:10]2[N:11]=[C:12]([CH3:22])[N:13]([C:15]3[CH:20]=[CH:19][NH:18][C:17](=[O:21])[CH:16]=3)[CH:14]=2)[CH:5]=[CH:4][N:3]=1.[CH3:23]I, predict the reaction product.